From a dataset of Forward reaction prediction with 1.9M reactions from USPTO patents (1976-2016). Predict the product of the given reaction. (1) Given the reactants [NH2:1][CH2:2][C@@H:3]1[CH2:8][CH2:7][CH2:6][N:5]([C:9]2[C:18]3[C:13](=[CH:14][C:15]([CH3:19])=[CH:16][CH:17]=3)[N:12]=[C:11]([C:20]3[C:25]([F:26])=[CH:24][CH:23]=[CH:22][C:21]=3[OH:27])[N:10]=2)[CH2:4]1.C(N(C(C)C)CC)(C)C.Cl[C:38]([O:40][CH2:41][CH3:42])=[O:39], predict the reaction product. The product is: [CH2:41]([O:40][C:38](=[O:39])[NH:1][CH2:2][C@@H:3]1[CH2:8][CH2:7][CH2:6][N:5]([C:9]2[C:18]3[C:13](=[CH:14][C:15]([CH3:19])=[CH:16][CH:17]=3)[N:12]=[C:11]([C:20]3[C:21]([OH:27])=[CH:22][CH:23]=[CH:24][C:25]=3[F:26])[N:10]=2)[CH2:4]1)[CH3:42]. (2) The product is: [CH3:33][O:34][C:35](=[O:44])[CH2:36][C:37]1[CH:38]=[CH:39][C:40]([O:8][CH2:7][CH2:6][CH2:5][O:4][C:3]2[C:9]([CH3:32])=[CH:10][C:11]([C:13]([OH:22])([C:14]([F:16])([F:15])[F:17])[C:18]([F:19])([F:21])[F:20])=[CH:12][C:2]=2[CH3:1])=[CH:41][CH:42]=1. Given the reactants [CH3:1][C:2]1[CH:12]=[C:11]([C:13]([O:22]CC2C=CC(OC)=CC=2)([C:18]([F:21])([F:20])[F:19])[C:14]([F:17])([F:16])[F:15])[CH:10]=[C:9]([CH3:32])[C:3]=1[O:4][CH2:5][CH2:6][CH2:7][OH:8].[CH3:33][O:34][C:35](=[O:44])[CH2:36][C:37]1[CH:42]=[CH:41][C:40](O)=[CH:39][CH:38]=1.COC(=O)C, predict the reaction product.